This data is from Forward reaction prediction with 1.9M reactions from USPTO patents (1976-2016). The task is: Predict the product of the given reaction. (1) Given the reactants ClC1C=C(S([NH:12][C:13]2[CH:14]=[C:15]3[C:19](=[CH:20][CH:21]=2)[NH:18][C:17](=[O:22])[CH2:16]3)(=O)=O)C=C(Cl)C=1, predict the reaction product. The product is: [NH2:12][C:13]1[CH:14]=[C:15]2[C:19](=[CH:20][CH:21]=1)[NH:18][C:17](=[O:22])[CH2:16]2. (2) Given the reactants [CH3:1][C:2]1[C:7](/[CH:8]=[CH:9]/[C:10]([OH:12])=O)=[CH:6][CH:5]=[C:4]([C:13]([F:16])([F:15])[F:14])[N:3]=1.[NH2:17][C:18]1[CH:26]=[CH:25][C:21]2[N:22]=[CH:23][S:24][C:20]=2[CH:19]=1, predict the reaction product. The product is: [S:24]1[C:20]2[CH:19]=[C:18]([NH:17][C:10](=[O:12])/[CH:9]=[CH:8]/[C:7]3[C:2]([CH3:1])=[N:3][C:4]([C:13]([F:16])([F:15])[F:14])=[CH:5][CH:6]=3)[CH:26]=[CH:25][C:21]=2[N:22]=[CH:23]1. (3) Given the reactants [NH:1]1[CH:5]=[C:4]([C:6]2[CH:11]=[C:10]([C:12]3[N:13]=[N:14][N:15](CC4C=CC(OC)=CC=4)[C:16]=3[C:17]([F:20])([F:19])[F:18])[CH:9]=[CH:8][N:7]=2)[N:3]=[CH:2]1.CS(O[CH2:35][CH:36]1[C:45]2[C:40](=[C:41]([F:46])[CH:42]=[CH:43][CH:44]=2)[CH2:39][CH2:38][CH2:37]1)(=O)=O.C([O-])([O-])=O.[Cs+].[Cs+], predict the reaction product. The product is: [F:46][C:41]1[CH:42]=[CH:43][CH:44]=[C:45]2[C:40]=1[CH2:39][CH2:38][CH2:37][CH:36]2[CH2:35][N:1]1[CH:5]=[C:4]([C:6]2[CH:11]=[C:10]([C:12]3[N:13]=[N:14][NH:15][C:16]=3[C:17]([F:19])([F:18])[F:20])[CH:9]=[CH:8][N:7]=2)[N:3]=[CH:2]1. (4) Given the reactants Cl[C:2]1[CH:7]=[CH:6][C:5]([S:8]([C:11]2[CH:16]=[CH:15][CH:14]=[CH:13][CH:12]=2)(=[O:10])=[O:9])=[CH:4][C:3]=1[N+:17]([O-:19])=[O:18].[CH:20]1([CH2:23][NH2:24])[CH2:22][CH2:21]1, predict the reaction product. The product is: [CH:20]1([CH2:23][NH:24][C:2]2[CH:7]=[CH:6][C:5]([S:8]([C:11]3[CH:16]=[CH:15][CH:14]=[CH:13][CH:12]=3)(=[O:10])=[O:9])=[CH:4][C:3]=2[N+:17]([O-:19])=[O:18])[CH2:22][CH2:21]1. (5) Given the reactants [N+](=[CH2:3])=[N-].[OH-].[K+].CN(N=O)C(N[N+]([O-])=O)=N.[C:16]([O:20][C:21]([NH:23][C@@:24]1([C:38]([O:40][C:41]([CH3:44])([CH3:43])[CH3:42])=[O:39])[CH2:29][C:28](=[CH2:30])[C@@H:27]2[C@H:25]1[C@H:26]2[C:31]([O:33][C:34]([CH3:37])([CH3:36])[CH3:35])=[O:32])=[O:22])([CH3:19])([CH3:18])[CH3:17], predict the reaction product. The product is: [C:16]([O:20][C:21]([NH:23][C@@:24]1([C:38]([O:40][C:41]([CH3:44])([CH3:43])[CH3:42])=[O:39])[CH2:29][C:28]2([CH2:3][CH2:30]2)[C@@H:27]2[C@H:25]1[C@H:26]2[C:31]([O:33][C:34]([CH3:35])([CH3:37])[CH3:36])=[O:32])=[O:22])([CH3:19])([CH3:17])[CH3:18]. (6) Given the reactants C(O)(C(F)(F)F)=O.[F:8][C:9]1[C:36]([CH2:37][CH2:38][OH:39])=[C:35]([F:40])[CH:34]=[CH:33][C:10]=1[CH2:11][N:12]1[CH2:32][CH2:31][C:15]2([O:20][CH2:19][CH2:18][N:17]([C:21]([C:23]3[N:24]=[C:25]([CH:28]([CH3:30])[CH3:29])[S:26][CH:27]=3)=[O:22])[CH2:16]2)[CH2:14][CH2:13]1.CC(OI1(OC(C)=O)(OC(C)=O)OC(=O)C2C=CC=CC1=2)=O.S([O-])([O-])(=O)=S.[Na+].[Na+].C(=O)(O)[O-].[Na+], predict the reaction product. The product is: [F:8][C:9]1[C:10]([CH2:11][N:12]2[CH2:32][CH2:31][C:15]3([O:20][CH2:19][CH2:18][N:17]([C:21]([C:23]4[N:24]=[C:25]([CH:28]([CH3:30])[CH3:29])[S:26][CH:27]=4)=[O:22])[CH2:16]3)[CH2:14][CH2:13]2)=[CH:33][CH:34]=[C:35]([F:40])[C:36]=1[CH2:37][CH:38]=[O:39]. (7) Given the reactants Br[C:2]1[N:3]=[C:4]([O:28][CH3:29])[C:5]([N:8](COCC[Si](C)(C)C)[S:9]([C:12]2[CH:17]=[CH:16][CH:15]=[C:14]([Cl:18])[C:13]=2[Cl:19])(=[O:11])=[O:10])=[N:6][CH:7]=1.[NH:30]1[CH2:35][CH2:34][O:33][CH2:32][CH2:31]1, predict the reaction product. The product is: [C:32]([O:33][CH2:34][CH3:35])(=[O:10])[CH3:31].[CH3:12][CH2:17][CH2:16][CH:15]([CH3:14])[CH3:31].[Cl:19][C:13]1[C:14]([Cl:18])=[CH:15][CH:16]=[CH:17][C:12]=1[S:9]([NH:8][C:5]1[C:4]([O:28][CH3:29])=[N:3][C:2]([N:30]2[CH2:35][CH2:34][O:33][CH2:32][CH2:31]2)=[CH:7][N:6]=1)(=[O:10])=[O:11].